From a dataset of Reaction yield outcomes from USPTO patents with 853,638 reactions. Predict the reaction yield, written as a fraction of the theoretical maximum amount of product (1.0 means a 100% yield; for example, 0.34 means a 34% yield). (1) The reactants are [NH2:1][C:2]1[CH:3]=[C:4]([NH:8][C:9]2[CH:24]=[C:13]3[C:14]4[C:19]([CH2:20][CH2:21][N:12]3[C:11](=[O:25])[N:10]=2)=[CH:18][C:17]([O:22][CH3:23])=[CH:16][CH:15]=4)[CH:5]=[CH:6][CH:7]=1.C(N(CC)CC)C.[Br:33][C:34]1[CH:35]=[C:36]([CH:40]=[CH:41][CH:42]=1)[C:37](Cl)=[O:38]. The catalyst is C1COCC1. The product is [Br:33][C:34]1[CH:35]=[C:36]([CH:40]=[CH:41][CH:42]=1)[C:37]([NH:1][C:2]1[CH:7]=[CH:6][CH:5]=[C:4]([NH:8][C:9]2[CH:24]=[C:13]3[C:14]4[C:19]([CH2:20][CH2:21][N:12]3[C:11](=[O:25])[N:10]=2)=[CH:18][C:17]([O:22][CH3:23])=[CH:16][CH:15]=4)[CH:3]=1)=[O:38]. The yield is 0.810. (2) The reactants are Br[C:2]1[CH:7]=[CH:6][C:5]([C:8]2[N:12]([C:13]3[CH:18]=[CH:17][C:16]([S:19]([CH3:22])(=[O:21])=[O:20])=[C:15]([F:23])[CH:14]=3)[N:11]=[C:10]([C:24]([F:27])([F:26])[F:25])[CH:9]=2)=[CH:4][CH:3]=1.[O:28]1[CH:32]=[CH:31][C:30](B(O)O)=[CH:29]1.C([O-])(O)=O.[Na+]. The catalyst is COCCOC.C1C=CC(P(C2C=CC=CC=2)C2C=CC=CC=2)=CC=1.C1C=CC(P(C2C=CC=CC=2)C2C=CC=CC=2)=CC=1.Cl[Pd]Cl. The product is [F:23][C:15]1[CH:14]=[C:13]([N:12]2[C:8]([C:5]3[CH:6]=[CH:7][C:2]([C:30]4[CH:31]=[CH:32][O:28][CH:29]=4)=[CH:3][CH:4]=3)=[CH:9][C:10]([C:24]([F:27])([F:26])[F:25])=[N:11]2)[CH:18]=[CH:17][C:16]=1[S:19]([CH3:22])(=[O:21])=[O:20]. The yield is 0.452. (3) The yield is 0.743. The product is [CH3:3][C:2]([NH2:14])([C:4]1[CH:5]=[N:6][C:7]([C:10]([F:12])([F:13])[F:11])=[CH:8][CH:9]=1)[CH3:1]. The catalyst is COC(C)(C)C. The reactants are [CH3:1][C:2]([NH:14]C(=O)C)([C:4]1[CH:5]=[N:6][C:7]([C:10]([F:13])([F:12])[F:11])=[CH:8][CH:9]=1)[CH3:3].Cl.O.[OH-].[Na+].